Dataset: Forward reaction prediction with 1.9M reactions from USPTO patents (1976-2016). Task: Predict the product of the given reaction. (1) Given the reactants [C:1]1([C:7]2[CH:8]=[C:9]3[C:13](=[CH:14][CH:15]=2)[NH:12][C:11](=[O:16])[CH2:10]3)[CH:6]=[CH:5][CH:4]=[CH:3][CH:2]=1.[Cl:17][C:18]1[CH:23]=[CH:22][C:21]([S:24]([C:27]2[C:28]([CH2:35][CH2:36][C:37]([OH:39])=[O:38])=[C:29]([CH:33]=O)[NH:30][C:31]=2[CH3:32])(=[O:26])=[O:25])=[CH:20][CH:19]=1.N1CCCCC1, predict the reaction product. The product is: [Cl:17][C:18]1[CH:19]=[CH:20][C:21]([S:24]([C:27]2[C:28]([CH2:35][CH2:36][C:37]([OH:39])=[O:38])=[C:29](/[CH:33]=[C:10]3\[C:11](=[O:16])[NH:12][C:13]4[C:9]\3=[CH:8][C:7]([C:1]3[CH:2]=[CH:3][CH:4]=[CH:5][CH:6]=3)=[CH:15][CH:14]=4)[NH:30][C:31]=2[CH3:32])(=[O:25])=[O:26])=[CH:22][CH:23]=1. (2) The product is: [CH2:3]([N:10]1[CH2:15][C:14]([CH3:17])([CH3:16])[O:13][C:12]([CH3:19])([CH3:18])[CH2:11]1)[C:4]1[CH:9]=[CH:8][CH:7]=[CH:6][CH:5]=1. Given the reactants [BH4-].[Na+].[CH2:3]([N:10]1[CH2:15][C:14]([CH3:17])([CH3:16])[O:13][C:12]([CH2:19]I)([CH3:18])[CH2:11]1)[C:4]1[CH:9]=[CH:8][CH:7]=[CH:6][CH:5]=1, predict the reaction product. (3) Given the reactants [F:1][C:2]1[C:3]([NH:14][CH2:15][C:16]2[CH:21]=[CH:20][N:19]=[CH:18][CH:17]=2)=[C:4]([CH:10]=[C:11](I)[CH:12]=1)[C:5]([N:7]([CH3:9])[CH3:8])=[O:6].[CH3:22][O:23][C:24]1[CH:29]=[CH:28][CH:27]=[CH:26][C:25]=1[C:30]1[C:38]2[C:33](=[N:34][CH:35]=[C:36](B3OC(C)(C)C(C)(C)O3)[CH:37]=2)[N:32]([S:48]([C:51]2[CH:56]=[CH:55][C:54]([CH3:57])=[CH:53][CH:52]=2)(=[O:50])=[O:49])[CH:31]=1.ClCCl.C(=O)([O-])[O-].[Na+].[Na+], predict the reaction product. The product is: [F:1][C:2]1[C:3]([NH:14][CH2:15][C:16]2[CH:21]=[CH:20][N:19]=[CH:18][CH:17]=2)=[C:4]([CH:10]=[C:11]([C:36]2[CH:37]=[C:38]3[C:30]([C:25]4[CH:26]=[CH:27][CH:28]=[CH:29][C:24]=4[O:23][CH3:22])=[CH:31][N:32]([S:48]([C:51]4[CH:52]=[CH:53][C:54]([CH3:57])=[CH:55][CH:56]=4)(=[O:50])=[O:49])[C:33]3=[N:34][CH:35]=2)[CH:12]=1)[C:5]([N:7]([CH3:9])[CH3:8])=[O:6]. (4) Given the reactants Cl.[N:2]1[C:11]2[NH:10][CH2:9][CH2:8][CH2:7][C:6]=2[CH:5]=[CH:4][C:3]=1[CH2:12][CH2:13][CH2:14][CH2:15][C:16]([OH:18])=O.C(Cl)CCl.C1C=CC2N([OH:32])N=NC=2C=1.C[N:34]1[CH2:39][CH2:38]OCC1.CN([CH:43]=[O:44])C, predict the reaction product. The product is: [N:2]1[C:11]2[NH:10][CH2:9][CH2:8][CH2:7][C:6]=2[CH:5]=[CH:4][C:3]=1[CH2:12][CH2:13][CH2:14][CH2:15][C:16]([NH:34][CH2:39][CH2:38][C:43]([OH:44])=[O:32])=[O:18]. (5) Given the reactants Cl[C:2]1[C:11]2[C:6](=[C:7]([OH:12])[CH:8]=[CH:9][CH:10]=2)[N:5]=[C:4]([CH3:13])[CH:3]=1.[NH2:14][CH2:15][C:16]1[CH:21]=[CH:20][CH:19]=[CH:18][N:17]=1.C(OCC)(=O)C, predict the reaction product. The product is: [CH3:13][C:4]1[CH:3]=[C:2]([NH:14][CH2:15][C:16]2[CH:21]=[CH:20][CH:19]=[CH:18][N:17]=2)[C:11]2[C:6](=[C:7]([OH:12])[CH:8]=[CH:9][CH:10]=2)[N:5]=1. (6) Given the reactants [Cl:1][C:2]1[CH:9]=[CH:8][CH:7]=[CH:6][C:3]=1[CH2:4][NH2:5].Cl[C:11](OC1C=CC([N+]([O-])=O)=CC=1)=[O:12].C(N(CC)CC)C.[Cl:30][C:31]1[CH:40]=[C:39]2[C:34]([C:35]([N:41]3[CH2:46][CH2:45][NH:44][CH2:43][CH2:42]3)=[CH:36][CH:37]=[N:38]2)=[CH:33][CH:32]=1, predict the reaction product. The product is: [Cl:30][C:31]1[CH:40]=[C:39]2[C:34]([C:35]([N:41]3[CH2:46][CH2:45][N:44]([C:11]([NH:5][CH2:4][C:3]4[CH:6]=[CH:7][CH:8]=[CH:9][C:2]=4[Cl:1])=[O:12])[CH2:43][CH2:42]3)=[CH:36][CH:37]=[N:38]2)=[CH:33][CH:32]=1. (7) Given the reactants [CH:1]1([CH:4]=[C:5]2[CH2:9][C:8](=[O:10])[CH:7]([C:11]3[C:16]([CH3:17])=[CH:15][C:14]([CH3:18])=[CH:13][C:12]=3[CH3:19])[C:6]2=[O:20])[CH2:3][CH2:2]1, predict the reaction product. The product is: [CH:1]1([CH2:4][CH:5]2[CH2:9][C:8](=[O:10])[CH:7]([C:11]3[C:16]([CH3:17])=[CH:15][C:14]([CH3:18])=[CH:13][C:12]=3[CH3:19])[C:6]2=[O:20])[CH2:2][CH2:3]1. (8) Given the reactants [CH3:1][N:2]([CH2:4][C:5]1[CH:17]=[CH:16][C:8]([C:9]([NH:11][CH2:12][CH2:13][NH:14][CH3:15])=[O:10])=[CH:7][C:6]=1[O:18][C:19]1[CH:20]=[N:21][CH:22]=[CH:23][CH:24]=1)[CH3:3].[CH2:25](OC1(O[Si](C)(C)C)CC1)[CH3:26].[CH3:36]C(O)=O.[BH3-]C#N.[Na+], predict the reaction product. The product is: [CH:15]1([N:14]([CH3:36])[CH2:13][CH2:12][NH:11][C:9](=[O:10])[C:8]2[CH:16]=[CH:17][C:5]([CH2:4][N:2]([CH3:3])[CH3:1])=[C:6]([O:18][C:19]3[CH:20]=[N:21][CH:22]=[CH:23][CH:24]=3)[CH:7]=2)[CH2:26][CH2:25]1.